Predict the product of the given reaction. From a dataset of Forward reaction prediction with 1.9M reactions from USPTO patents (1976-2016). (1) Given the reactants Br[C:2]1[CH:11]=[C:10]2[C:5]([CH:6]=[CH:7][N:8]=[C:9]2[N:12]2[CH2:17][CH2:16][N:15]([C:18]([O:20][C:21]([CH3:24])([CH3:23])[CH3:22])=[O:19])[CH2:14][CH2:13]2)=[CH:4][CH:3]=1.[Cl:25][C:26]1[CH:31]=[CH:30][CH:29]=[C:28]([CH3:32])[C:27]=1[SH:33], predict the reaction product. The product is: [C:21]([O:20][C:18]([N:15]1[CH2:16][CH2:17][N:12]([C:9]2[C:10]3[C:5](=[CH:4][CH:3]=[C:2]([S:33][C:27]4[C:28]([CH3:32])=[CH:29][CH:30]=[CH:31][C:26]=4[Cl:25])[CH:11]=3)[CH:6]=[CH:7][N:8]=2)[CH2:13][CH2:14]1)=[O:19])([CH3:24])([CH3:23])[CH3:22]. (2) Given the reactants [I-].[CH2:2]([N+:4]([CH2:13][CH3:14])([CH2:6][CH2:7][C:8](=[O:12])[C:9]([CH3:11])=[CH2:10])[CH3:5])[CH3:3].[N-:15]([S:23]([C:26]([F:29])([F:28])[F:27])(=[O:25])=[O:24])[S:16]([C:19]([F:22])([F:21])[F:20])(=[O:18])=[O:17].[Li+], predict the reaction product. The product is: [N-:15]([S:16]([C:19]([F:22])([F:20])[F:21])(=[O:18])=[O:17])[S:23]([C:26]([F:29])([F:28])[F:27])(=[O:25])=[O:24].[CH2:13]([N+:4]([CH2:2][CH3:3])([CH2:6][CH2:7][C:8](=[O:12])[C:9]([CH3:11])=[CH2:10])[CH3:5])[CH3:14]. (3) The product is: [Cl:1][C:2]1[CH:7]=[C:6]([N+:8]([O-:10])=[O:9])[CH:5]=[C:4]([C:11]([F:14])([F:13])[F:12])[C:3]=1[O:32][C:29]1[CH:28]=[CH:27][C:26]([S:23]([CH3:22])(=[O:25])=[O:24])=[CH:31][CH:30]=1. Given the reactants [Cl:1][C:2]1[CH:7]=[C:6]([N+:8]([O-:10])=[O:9])[CH:5]=[C:4]([C:11]([F:14])([F:13])[F:12])[C:3]=1F.C([O-])([O-])=O.[K+].[K+].[CH3:22][S:23]([C:26]1[CH:31]=[CH:30][C:29]([OH:32])=[CH:28][CH:27]=1)(=[O:25])=[O:24].O, predict the reaction product. (4) Given the reactants [CH3:1][O:2][C:3](=[O:16])[C:4](=[CH:9][CH:10]1[CH2:15][CH2:14][CH2:13][CH2:12][CH2:11]1)[CH2:5][C:6]([OH:8])=[O:7].[H][H], predict the reaction product. The product is: [CH3:1][O:2][C:3](=[O:16])[CH:4]([CH2:9][CH:10]1[CH2:15][CH2:14][CH2:13][CH2:12][CH2:11]1)[CH2:5][C:6]([OH:8])=[O:7]. (5) Given the reactants [CH:1]1([C:4]2[N:9]=[C:8]([C:10](=[NH:14])OCC)[CH:7]=[N:6][CH:5]=2)[CH2:3][CH2:2]1.[NH2:15][C:16]1[CH:17]=[CH:18][C:19]([N:23]2[CH2:28][CH2:27][O:26][C@@H:25]([C:29]([N:31]3[CH2:35][CH2:34][CH2:33][CH2:32]3)=[O:30])[CH2:24]2)=[N:20][C:21]=1N.Cl.Cl.NC1C=CC(N2CCO[C@@H](C(N3CCCC3)=O)C2)=NC=1N, predict the reaction product. The product is: [CH:1]1([C:4]2[N:9]=[C:8]([C:10]3[NH:14][C:21]4=[N:20][C:19]([N:23]5[CH2:28][CH2:27][O:26][C@@H:25]([C:29]([N:31]6[CH2:32][CH2:33][CH2:34][CH2:35]6)=[O:30])[CH2:24]5)=[CH:18][CH:17]=[C:16]4[N:15]=3)[CH:7]=[N:6][CH:5]=2)[CH2:2][CH2:3]1. (6) Given the reactants [N+:1]([CH3:4])([O-:3])=[O:2].CN(C)C(=N)N(C)C.Cl[Si:14]([CH3:17])([CH3:16])[CH3:15].N1C=CN=[CH:19]1.C[Si](C1NC=CN=1)(C)C.CC[O:34][CH2:35][CH3:36], predict the reaction product. The product is: [CH3:19][C:35]([CH3:36])([O:34][Si:14]([CH3:17])([CH3:16])[CH3:15])[CH2:4][N+:1]([O-:3])=[O:2].